Dataset: Full USPTO retrosynthesis dataset with 1.9M reactions from patents (1976-2016). Task: Predict the reactants needed to synthesize the given product. (1) Given the product [CH3:19][S:20]([O:11][CH2:10][CH2:9][O:8][CH2:1][C:2]1[CH:7]=[CH:6][CH:5]=[CH:4][CH:3]=1)(=[O:22])=[O:21], predict the reactants needed to synthesize it. The reactants are: [CH2:1]([O:8][CH2:9][CH2:10][OH:11])[C:2]1[CH:7]=[CH:6][CH:5]=[CH:4][CH:3]=1.C(N(CC)CC)C.[CH3:19][S:20](Cl)(=[O:22])=[O:21].C(=O)(O)[O-].[Na+]. (2) The reactants are: Cl[C:2]1[N:7]=[C:6]([O:8][CH2:9][CH3:10])[C:5]([N+:11]([O-:13])=[O:12])=[CH:4][CH:3]=1.CC1(C)C(C)(C)OB([C:22]2[CH2:27][CH2:26][N:25]([C:28]([O:30][C:31]([CH3:34])([CH3:33])[CH3:32])=[O:29])[CH2:24][CH:23]=2)O1.C(=O)([O-])[O-].[Na+].[Na+]. Given the product [CH2:9]([O:8][C:6]1[N:7]=[C:2]([C:22]2[CH2:27][CH2:26][N:25]([C:28]([O:30][C:31]([CH3:34])([CH3:33])[CH3:32])=[O:29])[CH2:24][CH:23]=2)[CH:3]=[CH:4][C:5]=1[N+:11]([O-:13])=[O:12])[CH3:10], predict the reactants needed to synthesize it. (3) Given the product [CH3:7][C:5]1[S:4][C:3]([C:8]2[CH:9]=[CH:10][N:22]=[C:20]([NH:19][C:23]3[CH:24]=[C:25]([CH:31]=[CH:32][CH:33]=3)[CH2:26][NH:27][C:28](=[O:30])[CH3:29])[N:21]=2)=[C:2]([CH3:1])[N:6]=1, predict the reactants needed to synthesize it. The reactants are: [CH3:1][C:2]1[N:6]=[C:5]([CH3:7])[S:4][C:3]=1/[CH:8]=[CH:9]/[C:10](N(C)C)=O.[N+]([O-])(O)=O.[NH:19]([C:23]1[CH:24]=[C:25]([CH:31]=[CH:32][CH:33]=1)[CH2:26][NH:27][C:28](=[O:30])[CH3:29])[C:20]([NH2:22])=[NH:21]. (4) Given the product [Na+:42].[Na+:42].[Na+:42].[CH2:18]([P:13]([CH2:12][P:8](=[O:7])([O-:11])[O-:9])([OH:15])=[O:14])[CH2:19][CH2:20][CH2:21][CH2:22][CH2:23][CH2:24][CH2:25][CH2:26][CH:27]=[CH2:28], predict the reactants needed to synthesize it. The reactants are: Br[Si](C)(C)C.C[O:7][P:8]([CH2:12][P:13]([CH2:18][CH2:19][CH2:20][CH2:21][CH2:22][CH2:23][CH2:24][CH2:25][CH2:26][CH:27]=[CH2:28])([O:15]CC)=[O:14])(=[O:11])[O:9]C.C(N(CCCC)CCCC)CCC.[Na+:42].[I-].CC(C)=O.